From a dataset of Catalyst prediction with 721,799 reactions and 888 catalyst types from USPTO. Predict which catalyst facilitates the given reaction. (1) Reactant: C[O:2][C:3](=[O:17])[C@@H:4]([C@H:13]([CH3:16])[O:14][CH3:15])[NH:5][C:6]([O:8][C:9]([CH3:12])([CH3:11])[CH3:10])=[O:7].[Li+].[OH-]. Product: [C:6]([NH:5][C@@H:4]([C:3]([OH:17])=[O:2])[C@H:13]([CH3:16])[O:14][CH3:15])([O:8][C:9]([CH3:10])([CH3:12])[CH3:11])=[O:7]. The catalyst class is: 38. (2) Reactant: [NH2:1][C:2]1[C:10]2[C:9]([C:11]3[CH:16]=[CH:15][CH:14]=[C:13]([O:17]C)[C:12]=3[F:19])=[N:8][C:7](S(C)=O)=[N:6][C:5]=2[S:4][C:3]=1[C:23]([NH2:25])=[O:24].[NH2:26][C@H:27]([CH3:30])[CH2:28][OH:29].O. Product: [NH2:1][C:2]1[C:10]2[C:9]([C:11]3[CH:16]=[CH:15][CH:14]=[C:13]([OH:17])[C:12]=3[F:19])=[N:8][C:7]([NH:26][C@H:27]([CH3:30])[CH2:28][OH:29])=[N:6][C:5]=2[S:4][C:3]=1[C:23]([NH2:25])=[O:24]. The catalyst class is: 3. (3) The catalyst class is: 554. Reactant: [CH:1]([NH2:3])=[S:2].Br[CH:5]([C:15]1[CH:20]=[CH:19][N:18]=[C:17]([F:21])[CH:16]=1)[C:6]([C:8]1[CH:13]=[CH:12][C:11]([F:14])=[CH:10][CH:9]=1)=O.[BH4-].[Na+]. Product: [F:21][C:17]1[CH:16]=[C:15]([C:5]2[S:2][CH:1]=[N:3][C:6]=2[C:8]2[CH:9]=[CH:10][C:11]([F:14])=[CH:12][CH:13]=2)[CH:20]=[CH:19][N:18]=1. (4) Reactant: [N+:1]([C:4]1[CH:5]=[C:6]([CH2:14]O)[CH:7]=[C:8]([C:10]([F:13])([F:12])[F:11])[CH:9]=1)([O-:3])=[O:2].C1C=CC(P(C2C=CC=CC=2)C2C=CC=CC=2)=CC=1.C(Br)(Br)(Br)[Br:36]. Product: [Br:36][CH2:14][C:6]1[CH:7]=[C:8]([C:10]([F:13])([F:12])[F:11])[CH:9]=[C:4]([N+:1]([O-:3])=[O:2])[CH:5]=1. The catalyst class is: 2. (5) Reactant: [CH2:1]([N:8]1[C:13](=[O:14])[C:12]2[C:15]([CH3:18])=[N:16][S:17][C:11]=2[N:10]=[C:9]1[CH2:19][CH2:20][CH3:21])[C:2]1[CH:7]=[CH:6][CH:5]=[CH:4][CH:3]=1.[Br:22]Br.CC([O-])=O.[Na+]. Product: [CH2:1]([N:8]1[C:13](=[O:14])[C:12]2[C:15]([CH3:18])=[N:16][S:17][C:11]=2[N:10]=[C:9]1[CH:19]([Br:22])[CH2:20][CH3:21])[C:2]1[CH:3]=[CH:4][CH:5]=[CH:6][CH:7]=1. The catalyst class is: 15. (6) Reactant: [CH:1]1([N:4]2[C:13]3[C:8](=[C:9]([N+:18]([O-])=O)[C:10]([F:17])=[C:11]([F:16])[C:12]=3[O:14][CH3:15])[C:7](=[O:21])[C:6]([C:22]([O:24][CH2:25][CH3:26])=[O:23])=[C:5]2[CH3:27])[CH2:3][CH2:2]1. Product: [NH2:18][C:9]1[C:10]([F:17])=[C:11]([F:16])[C:12]([O:14][CH3:15])=[C:13]2[C:8]=1[C:7](=[O:21])[C:6]([C:22]([O:24][CH2:25][CH3:26])=[O:23])=[C:5]([CH3:27])[N:4]2[CH:1]1[CH2:2][CH2:3]1. The catalyst class is: 409. (7) Reactant: [OH:1][C:2]1[CH:11]=[C:10]2[C:5]([CH:6]=[CH:7][C:8](=[O:12])[O:9]2)=[CH:4][CH:3]=1.C(NCC)(C)C.[CH3:19][O:20][CH2:21]Cl.CCCCCC.C(OCC)(=O)C. Product: [CH3:19][O:20][CH2:21][O:1][C:2]1[CH:11]=[C:10]2[C:5]([CH:6]=[CH:7][C:8](=[O:12])[O:9]2)=[CH:4][CH:3]=1. The catalyst class is: 9. (8) Reactant: [F:1][C:2]1[CH:3]=[C:4]([CH:31]=[CH:32][C:33]=1[NH:34][C:35]([NH:37][C:38]1[CH:43]=[C:42]([CH3:44])[CH:41]=[CH:40][C:39]=1[F:45])=[O:36])[O:5][C:6]1[CH:11]=[CH:10][N:9]=[C:8]([C:12]2[NH:16][CH:15]=[C:14]([C:17]([NH:19][CH:20]([CH2:25][CH2:26][C:27]([O:29]C)=[O:28])[C:21]([O:23]C)=[O:22])=[O:18])[CH:13]=2)[CH:7]=1.[OH-].[Na+].O.Cl. Product: [F:1][C:2]1[CH:3]=[C:4]([CH:31]=[CH:32][C:33]=1[NH:34][C:35]([NH:37][C:38]1[CH:43]=[C:42]([CH3:44])[CH:41]=[CH:40][C:39]=1[F:45])=[O:36])[O:5][C:6]1[CH:11]=[CH:10][N:9]=[C:8]([C:12]2[NH:16][CH:15]=[C:14]([C:17]([NH:19][CH:20]([CH2:25][CH2:26][C:27]([OH:29])=[O:28])[C:21]([OH:23])=[O:22])=[O:18])[CH:13]=2)[CH:7]=1. The catalyst class is: 5.